Dataset: Full USPTO retrosynthesis dataset with 1.9M reactions from patents (1976-2016). Task: Predict the reactants needed to synthesize the given product. (1) Given the product [Cl:1][C:2]1[CH:3]=[C:4]2[C:9](=[CH:10][C:11]=1[O:12][C:13]1[CH:14]=[CH:15][C:16]([C:19](=[O:34])[NH:20][CH:21]3[CH2:26][CH2:25][CH2:24][CH:23]([C:27]4[CH:28]=[CH:29][C:30]([Cl:33])=[CH:31][CH:32]=4)[CH2:22]3)=[CH:17][CH:18]=1)[O:8][CH2:7][CH2:6][CH:5]2[C:35]([O-:37])=[O:36].[Na+:40], predict the reactants needed to synthesize it. The reactants are: [Cl:1][C:2]1[CH:3]=[C:4]2[C:9](=[CH:10][C:11]=1[O:12][C:13]1[CH:18]=[CH:17][C:16]([C:19](=[O:34])[NH:20][CH:21]3[CH2:26][CH2:25][CH2:24][CH:23]([C:27]4[CH:32]=[CH:31][C:30]([Cl:33])=[CH:29][CH:28]=4)[CH2:22]3)=[CH:15][CH:14]=1)[O:8][CH2:7][CH2:6][CH:5]2[C:35]([OH:37])=[O:36].C[O-].[Na+:40]. (2) Given the product [C@@H:1]1([C:7]([O:9][CH2:11][CH3:12])=[O:8])[CH2:6][CH2:5][CH:4]=[CH:3][CH2:2]1, predict the reactants needed to synthesize it. The reactants are: [C@@H:1]1([C:7]([OH:9])=[O:8])[CH2:6][CH2:5][CH:4]=[CH:3][CH2:2]1.Cl.[CH2:11](O)[CH3:12]. (3) The reactants are: [Br:1][C:2]1[CH:7]=[CH:6][N+:5]([O-])=[C:4]([CH2:9][CH3:10])[CH:3]=1.C[Si]([C:15]#[N:16])(C)C.C(OC(C1C=C(Br)C=C(C(C)C)N=1)=O)C. Given the product [Br:1][C:2]1[CH:3]=[C:4]([CH2:9][CH3:10])[N:5]=[C:6]([C:15]#[N:16])[CH:7]=1, predict the reactants needed to synthesize it. (4) Given the product [Cl:17][Si:18]([CH3:20])([CH3:19])[C:6]1[CH:7]=[CH:8][CH:9]=[C:10]2[C:5]=1[CH2:4][C:3]([CH3:2])=[CH:11]2, predict the reactants needed to synthesize it. The reactants are: [Mg].[CH3:2][C:3]1[CH2:4][C:5]2[C:10]([CH:11]=1)=[CH:9][CH:8]=[CH:7][C:6]=2Br.BrCCBr.[Cl:17][Si:18](Cl)([CH3:20])[CH3:19].